This data is from Full USPTO retrosynthesis dataset with 1.9M reactions from patents (1976-2016). The task is: Predict the reactants needed to synthesize the given product. (1) Given the product [S:29](=[O:31])(=[O:30])([OH:33])[OH:32].[C:23]1([S:20]([O:19][CH2:18][CH2:17][O:16][CH2:15][CH2:14][O:13][CH2:12][CH2:11][O:10][CH2:9][CH2:8][O:7][CH2:6][CH2:5][O:4][CH2:3][C:2]([OH:30])=[O:1])(=[O:22])=[O:21])[CH:24]=[CH:25][CH:26]=[CH:27][CH:28]=1, predict the reactants needed to synthesize it. The reactants are: [OH:1][CH2:2][CH2:3][O:4][CH2:5][CH2:6][O:7][CH2:8][CH2:9][O:10][CH2:11][CH2:12][O:13][CH2:14][CH2:15][O:16][CH2:17][CH2:18][O:19][S:20]([C:23]1[CH:28]=[CH:27][CH:26]=[CH:25][CH:24]=1)(=[O:22])=[O:21].[S:29](=[O:33])(=[O:32])([OH:31])[OH:30]. (2) Given the product [OH:11][C:4]1[CH:3]=[C:2]([CH:10]=[CH:9][C:5]=1[C:6]([O:8][CH3:12])=[O:7])[NH2:1], predict the reactants needed to synthesize it. The reactants are: [NH2:1][C:2]1[CH:10]=[CH:9][C:5]([C:6]([OH:8])=[O:7])=[C:4]([OH:11])[CH:3]=1.[CH3:12]O. (3) Given the product [N:49]1([C:40]2[C:41]([C:2]([F:10])([F:9])[F:1])=[CH:42][CH:43]=[CH:44][C:39]=2[CH2:38][N:32]2[CH2:33][CH2:34][N:35]([C:15]([O:8][CH:3]([C:4]([F:7])([F:6])[F:5])[C:2]([F:10])([F:9])[F:1])=[O:21])[CH2:36][CH2:37]2)[CH2:50][CH2:51][O:52][CH2:53][CH2:54]1, predict the reactants needed to synthesize it. The reactants are: [F:1][C:2]([F:10])([F:9])[CH:3]([OH:8])[C:4]([F:7])([F:6])[F:5].ClC(Cl)(O[C:15](=[O:21])OC(Cl)(Cl)Cl)Cl.C(N(CC)C(C)C)(C)C.[N:32]1([CH2:38][C:39]2[CH:44]=[CH:43][C:42](C(F)(F)F)=[CH:41][C:40]=2[N:49]2[CH2:54][CH2:53][O:52][CH2:51][CH2:50]2)[CH2:37][CH2:36][NH:35][CH2:34][CH2:33]1. (4) Given the product [C:4]([CH2:3][CH2:2][O:1][C:26]([C:23]1[CH:22]=[CH:21][C:20]([C:17]2[CH:18]=[CH:19][C:14]([CH2:6][CH2:7][CH2:8][CH2:9][CH2:10][CH2:11][CH2:12][CH3:13])=[CH:15][CH:16]=2)=[CH:25][CH:24]=1)=[O:27])#[N:5], predict the reactants needed to synthesize it. The reactants are: [OH:1][CH2:2][CH2:3][C:4]#[N:5].[CH2:6]([C:14]1[CH:19]=[CH:18][C:17]([C:20]2[CH:25]=[CH:24][C:23]([C:26](O)=[O:27])=[CH:22][CH:21]=2)=[CH:16][CH:15]=1)[CH2:7][CH2:8][CH2:9][CH2:10][CH2:11][CH2:12][CH3:13]. (5) Given the product [NH2:1][C:2]1[N:23]=[C:22]([NH:34][CH3:32])[CH:21]=[CH:20][C:3]=1[C:4]([NH:6][CH2:7][C:8]1[S:9][C:10]([O:13][C:14]2[CH:19]=[CH:18][CH:17]=[CH:16][CH:15]=2)=[CH:11][CH:12]=1)=[O:5], predict the reactants needed to synthesize it. The reactants are: [NH2:1][C:2]1[N:23]=[C:22](Cl)[CH:21]=[CH:20][C:3]=1[C:4]([NH:6][CH2:7][C:8]1[S:9][C:10]([O:13][C:14]2[CH:19]=[CH:18][CH:17]=[CH:16][CH:15]=2)=[CH:11][CH:12]=1)=[O:5].C1C=CC(C[C:32]([NH:34]CN[C@H](C(O)=O)CC2C=CC([N+]([O-])=O)=CC=2)=O)=CC=1.CN. (6) Given the product [CH2:21]([N:30]([CH2:29][C:22]1[CH:27]=[CH:26][CH:25]=[CH:24][CH:23]=1)[CH2:2][CH2:3][NH:4][C:5]([CH:7]1[CH2:8][CH2:9][N:10]([C:13]2[C:14]([Cl:20])=[CH:15][N:16]=[CH:17][C:18]=2[Cl:19])[CH2:11][CH2:12]1)=[O:6])[C:22]1[CH:27]=[CH:26][CH:25]=[CH:24][CH:23]=1, predict the reactants needed to synthesize it. The reactants are: N[CH2:2][CH2:3][NH:4][C:5]([CH:7]1[CH2:12][CH2:11][N:10]([C:13]2[C:18]([Cl:19])=[CH:17][N:16]=[CH:15][C:14]=2[Cl:20])[CH2:9][CH2:8]1)=[O:6].[CH:21](=O)[C:22]1[CH:27]=[CH:26][CH:25]=[CH:24][CH:23]=1.[C:29]([BH3-])#[N:30].[Na+]. (7) Given the product [Cl:23][C:24]1[CH:25]=[C:26]2[C:30](=[CH:31][CH:32]=1)[NH:29][C:28](=[O:33])[C:27]2([C:13]1[C:14]([O:21][CH3:22])=[N:15][C:16]([O:19][CH3:20])=[N:17][CH:18]=1)[OH:34], predict the reactants needed to synthesize it. The reactants are: C([Li])CCC.CCCCCC.Br[C:13]1[C:14]([O:21][CH3:22])=[N:15][C:16]([O:19][CH3:20])=[N:17][CH:18]=1.[Cl:23][C:24]1[CH:25]=[C:26]2[C:30](=[CH:31][CH:32]=1)[NH:29][C:28](=[O:33])[C:27]2=[O:34].[Cl-].[NH4+].